From a dataset of NCI-60 drug combinations with 297,098 pairs across 59 cell lines. Regression. Given two drug SMILES strings and cell line genomic features, predict the synergy score measuring deviation from expected non-interaction effect. (1) Synergy scores: CSS=33.2, Synergy_ZIP=-2.91, Synergy_Bliss=-5.15, Synergy_Loewe=-28.1, Synergy_HSA=-2.96. Drug 1: CC1=C2C(C(=O)C3(C(CC4C(C3C(C(C2(C)C)(CC1OC(=O)C(C(C5=CC=CC=C5)NC(=O)C6=CC=CC=C6)O)O)OC(=O)C7=CC=CC=C7)(CO4)OC(=O)C)O)C)OC(=O)C. Drug 2: CN1C2=C(C=C(C=C2)N(CCCl)CCCl)N=C1CCCC(=O)O.Cl. Cell line: SK-MEL-5. (2) Drug 1: C1=CC(=C2C(=C1NCCNCCO)C(=O)C3=C(C=CC(=C3C2=O)O)O)NCCNCCO. Drug 2: CC1=CC2C(CCC3(C2CCC3(C(=O)C)OC(=O)C)C)C4(C1=CC(=O)CC4)C. Cell line: K-562. Synergy scores: CSS=71.8, Synergy_ZIP=22.8, Synergy_Bliss=20.7, Synergy_Loewe=-37.2, Synergy_HSA=20.2. (3) Drug 1: CC1=C(N=C(N=C1N)C(CC(=O)N)NCC(C(=O)N)N)C(=O)NC(C(C2=CN=CN2)OC3C(C(C(C(O3)CO)O)O)OC4C(C(C(C(O4)CO)O)OC(=O)N)O)C(=O)NC(C)C(C(C)C(=O)NC(C(C)O)C(=O)NCCC5=NC(=CS5)C6=NC(=CS6)C(=O)NCCC[S+](C)C)O. Drug 2: C1C(C(OC1N2C=NC(=NC2=O)N)CO)O. Cell line: HOP-62. Synergy scores: CSS=69.1, Synergy_ZIP=-0.267, Synergy_Bliss=-1.21, Synergy_Loewe=-6.46, Synergy_HSA=-0.794. (4) Drug 1: C1CC(=O)NC(=O)C1N2CC3=C(C2=O)C=CC=C3N. Drug 2: C(CN)CNCCSP(=O)(O)O. Cell line: OVCAR3. Synergy scores: CSS=-6.38, Synergy_ZIP=2.98, Synergy_Bliss=1.43, Synergy_Loewe=-3.79, Synergy_HSA=-5.39. (5) Drug 1: CS(=O)(=O)CCNCC1=CC=C(O1)C2=CC3=C(C=C2)N=CN=C3NC4=CC(=C(C=C4)OCC5=CC(=CC=C5)F)Cl. Drug 2: C1CNP(=O)(OC1)N(CCCl)CCCl. Cell line: MCF7. Synergy scores: CSS=3.87, Synergy_ZIP=-1.62, Synergy_Bliss=-0.642, Synergy_Loewe=-6.62, Synergy_HSA=0.140. (6) Drug 1: CC1=C(C(CCC1)(C)C)C=CC(=CC=CC(=CC(=O)O)C)C. Drug 2: C1CN(P(=O)(OC1)NCCCl)CCCl. Cell line: MDA-MB-435. Synergy scores: CSS=0.832, Synergy_ZIP=-5.27, Synergy_Bliss=-6.92, Synergy_Loewe=-7.14, Synergy_HSA=-7.14.